From a dataset of Caco-2 cell permeability data measuring drug intestinal absorption for ~900 compounds. Regression/Classification. Given a drug SMILES string, predict its absorption, distribution, metabolism, or excretion properties. Task type varies by dataset: regression for continuous measurements (e.g., permeability, clearance, half-life) or binary classification for categorical outcomes (e.g., BBB penetration, CYP inhibition). For this dataset (caco2_wang), we predict Y. (1) The drug is COC(=O)c1ccc(O)cc1. The Y is -4.46 log Papp (cm/s). (2) The molecule is N=C(N)NC(=O)c1nc(Cl)c(N)nc1N. The Y is -6.25 log Papp (cm/s). (3) The drug is CCCOc1cccc(NC(=O)OCCN2CCCC2)c1. The Y is -4.57 log Papp (cm/s).